This data is from Forward reaction prediction with 1.9M reactions from USPTO patents (1976-2016). The task is: Predict the product of the given reaction. (1) Given the reactants [Cl:1][C:2]1[C:6]([Cl:7])=[C:5]([CH3:8])[NH:4][C:3]=1[C:9]([NH:11][C@@H:12]1[CH2:17][CH2:16][N:15](C(OCC)=O)[CH2:14][C@@H:13]1[O:23][CH2:24][CH3:25])=[O:10].[OH-].[K+].O.NN.O, predict the reaction product. The product is: [Cl:1][C:2]1[C:6]([Cl:7])=[C:5]([CH3:8])[NH:4][C:3]=1[C:9]([NH:11][C@@H:12]1[CH2:17][CH2:16][NH:15][CH2:14][C@@H:13]1[O:23][CH2:24][CH3:25])=[O:10]. (2) Given the reactants [CH3:1][C:2]([CH3:32])([CH3:31])[C:3](=[O:30])[CH2:4][O:5][C:6]1[CH:11]=[CH:10][C:9]([C:12]([C:17]2[CH:28]=[CH:27][C:20]3[S:21][C:22]([C:24](O)=[O:25])=[CH:23][C:19]=3[CH:18]=2)([CH2:15][CH3:16])[CH2:13][CH3:14])=[CH:8][C:7]=1[CH3:29].C(Cl)CCl.Cl.C[O:39][C:40](=[O:43])[CH2:41][NH2:42], predict the reaction product. The product is: [CH3:32][C:2]([CH3:1])([CH3:31])[C:3](=[O:30])[CH2:4][O:5][C:6]1[CH:11]=[CH:10][C:9]([C:12]([C:17]2[CH:28]=[CH:27][C:20]3[S:21][C:22]([C:24]([NH:42][CH2:41][C:40]([OH:39])=[O:43])=[O:25])=[CH:23][C:19]=3[CH:18]=2)([CH2:15][CH3:16])[CH2:13][CH3:14])=[CH:8][C:7]=1[CH3:29]. (3) Given the reactants CN(C)[CH:3]=[CH:4][C:5]1[S:9][C:8]([C:10]([O:12][CH3:13])=[O:11])=[CH:7][C:6]=1[N+:14]([O-])=O.C([O-])=O.[NH4+], predict the reaction product. The product is: [S:9]1[C:5]2[CH:4]=[CH:3][NH:14][C:6]=2[CH:7]=[C:8]1[C:10]([O:12][CH3:13])=[O:11]. (4) Given the reactants C([O:5][C:6](=[O:20])[CH2:7][C:8]1([OH:19])[CH2:11][N:10]([C:12]([O:14][C:15]([CH3:18])([CH3:17])[CH3:16])=[O:13])[CH2:9]1)(C)(C)C.Cl.[OH-].[Na+].O(C(OC(C)(C)C)=O)C(OC(C)(C)C)=O, predict the reaction product. The product is: [C:12]([N:10]1[CH2:9][C:8]([CH2:7][C:6]([OH:20])=[O:5])([OH:19])[CH2:11]1)([O:14][C:15]([CH3:18])([CH3:17])[CH3:16])=[O:13]. (5) Given the reactants [N+:1]([C:4]1[CH:9]=[CH:8][C:7]([CH2:10][C:11](=[S:13])[NH2:12])=[CH:6][CH:5]=1)([O-:3])=[O:2].Cl[CH:15]1[CH2:20][CH2:19][CH2:18][CH2:17][C:16]1=O, predict the reaction product. The product is: [N+:1]([C:4]1[CH:5]=[CH:6][C:7]([CH2:10][C:11]2[S:13][C:15]3[CH2:20][CH2:19][CH2:18][CH2:17][C:16]=3[N:12]=2)=[CH:8][CH:9]=1)([O-:3])=[O:2].